Dataset: Reaction yield outcomes from USPTO patents with 853,638 reactions. Task: Predict the reaction yield, written as a fraction of the theoretical maximum amount of product (1.0 means a 100% yield; for example, 0.34 means a 34% yield). The reactants are [N-:1]=[N+:2]=[N-:3].[Na+].[Cl:5][C:6]1[CH:7]=[C:8]([CH:33]=[CH:34][CH:35]=1)[CH2:9][N:10]1[C:14]2=[C:15]([N:21]3[CH2:30][CH2:29][C:28]4[C:23](=[CH:24][CH:25]=[CH:26][CH:27]=4)[CH2:22]3)[N:16]=[C:17]([C:19]#[N:20])[CH:18]=[C:13]2[C:12]([CH3:31])=[C:11]1[CH3:32].[Cl-].[NH4+].N([O-])=O.[Na+]. The catalyst is CN(C)C=O. The product is [Cl:5][C:6]1[CH:7]=[C:8]([CH:33]=[CH:34][CH:35]=1)[CH2:9][N:10]1[C:14]2=[C:15]([N:21]3[CH2:30][CH2:29][C:28]4[C:23](=[CH:24][CH:25]=[CH:26][CH:27]=4)[CH2:22]3)[N:16]=[C:17]([C:19]3[NH:20][N:3]=[N:2][N:1]=3)[CH:18]=[C:13]2[C:12]([CH3:31])=[C:11]1[CH3:32]. The yield is 0.330.